Dataset: Peptide-MHC class I binding affinity with 185,985 pairs from IEDB/IMGT. Task: Regression. Given a peptide amino acid sequence and an MHC pseudo amino acid sequence, predict their binding affinity value. This is MHC class I binding data. (1) The peptide sequence is GIAPLQLGK. The MHC is HLA-A03:01 with pseudo-sequence HLA-A03:01. The binding affinity (normalized) is 0.673. (2) The peptide sequence is ITRLEVIGLT. The MHC is HLA-A02:03 with pseudo-sequence HLA-A02:03. The binding affinity (normalized) is 0.502. (3) The peptide sequence is LQQCKPVSLV. The MHC is HLA-A01:01 with pseudo-sequence HLA-A01:01. The binding affinity (normalized) is 0. (4) The MHC is Mamu-B3901 with pseudo-sequence Mamu-B3901. The peptide sequence is VGLGPALEF. The binding affinity (normalized) is 0.979. (5) The peptide sequence is VSILASSLLR. The MHC is HLA-A31:01 with pseudo-sequence HLA-A31:01. The binding affinity (normalized) is 0.374. (6) The peptide sequence is FLLNISYLCH. The MHC is HLA-A03:01 with pseudo-sequence HLA-A03:01. The binding affinity (normalized) is 0.133. (7) The peptide sequence is NMKQCTNDI. The MHC is HLA-A02:02 with pseudo-sequence HLA-A02:02. The binding affinity (normalized) is 0.360. (8) The peptide sequence is AIKPITDQF. The MHC is HLA-A02:01 with pseudo-sequence HLA-A02:01. The binding affinity (normalized) is 0.0847.